From a dataset of Reaction yield outcomes from USPTO patents with 853,638 reactions. Predict the reaction yield, written as a fraction of the theoretical maximum amount of product (1.0 means a 100% yield; for example, 0.34 means a 34% yield). The reactants are [Br:1][C:2]1[CH:7]=[CH:6][C:5](I)=[CH:4][CH:3]=1.[C:9]1([C:15]#[CH:16])[CH:14]=[CH:13][CH:12]=[CH:11][CH:10]=1.O1CCCC1.[O-][Si]([O-])=O.[Mg+2]. The catalyst is C1C=CC(P(C2C=CC=CC=2)C2C=CC=CC=2)=CC=1.C1C=CC(P(C2C=CC=CC=2)C2C=CC=CC=2)=CC=1.Cl[Pd]Cl.[Cu]I.C(N(CC)CC)C. The product is [Br:1][C:2]1[CH:7]=[CH:6][C:5]([C:16]#[C:15][C:9]2[CH:14]=[CH:13][CH:12]=[CH:11][CH:10]=2)=[CH:4][CH:3]=1. The yield is 0.580.